Dataset: Full USPTO retrosynthesis dataset with 1.9M reactions from patents (1976-2016). Task: Predict the reactants needed to synthesize the given product. (1) Given the product [CH:1]1([N:6]2[C:10]3[N:11]=[C:16]([CH:13]4[CH2:14][CH2:15]4)[CH:17]=[C:18]([C:19]([O:21][CH2:22][CH3:23])=[O:20])[C:9]=3[C:8]([CH3:12])=[N:7]2)[CH2:2][CH2:3][CH2:4][CH2:5]1, predict the reactants needed to synthesize it. The reactants are: [CH:1]1([N:6]2[C:10]([NH2:11])=[CH:9][C:8]([CH3:12])=[N:7]2)[CH2:5][CH2:4][CH2:3][CH2:2]1.[CH:13]1([C:16](=O)[CH2:17][C:18](=O)[C:19]([O:21][CH2:22][CH3:23])=[O:20])[CH2:15][CH2:14]1. (2) Given the product [CH3:12][C:13]([OH:43])([CH3:19])[CH2:14][NH:15][CH2:9][CH2:10][CH3:11].[CH2:38]([NH:41][C:42]([C:44]1=[CH:45][C:46]2[CH:62]=[CH:61][C:60]([C:63]3[CH:68]=[CH:67][C:66]([C:69]([N:71]4[CH2:75][CH2:74][CH2:73][CH2:72]4)=[O:70])=[CH:65][CH:64]=3)=[CH:59][C:47]=2[N:48]=[C:49]([NH:51][C:52](=[O:58])[O:53][C:54]([CH3:57])([CH3:55])[CH3:56])[CH2:50]1)=[O:43])[CH2:39][CH3:40], predict the reactants needed to synthesize it. The reactants are: C(OC(N[C:9]1[CH2:10][C:11](C(O)=O)=[CH:12][C:13]2[CH:19]=CC(C3C=CC(C(N4CCCC4)=O)=CC=3)=C[C:14]=2[N:15]=1)=O)(C)(C)C.NO.[CH2:38]([NH:41][C:42]([C:44]1=[CH:45][C:46]2[CH:62]=[CH:61][C:60]([C:63]3[CH:68]=[CH:67][C:66]([C:69]([N:71]4[CH2:75][CH2:74][CH2:73][CH2:72]4)=[O:70])=[CH:65][CH:64]=3)=[CH:59][C:47]=2[N:48]=[C:49]([NH:51][C:52](=[O:58])[O:53][C:54]([CH3:57])([CH3:56])[CH3:55])[CH2:50]1)=[O:43])[CH2:39][CH3:40].C1C=CC2N(O)N=NC=2C=1.CCN=C=NCCCN(C)C.C(N(CC)CC)C.C(N)CC. (3) Given the product [C:29]([NH:31][C:32]12[CH2:41][CH:36]3[CH2:35][CH:34]([CH2:40][CH:38]([CH2:37]3)[CH2:39]1)[CH2:33]2)(=[O:30])[CH3:1], predict the reactants needed to synthesize it. The reactants are: [CH:1]12CC3CC(CC(C3)C1)C2.C#N.C12(C(O)=O)CC3CC(CC(C3)C1)C2.[C-]#N.[Na+].[CH:29]([NH:31][C:32]12[CH2:41][CH:36]3[CH2:37][CH:38]([CH2:40][CH:34]([CH2:35]3)[CH2:33]1)[CH2:39]2)=[O:30]. (4) Given the product [CH3:31][NH:32][C:27]([C:24]1[CH:23]=[CH:22][C:21]([O:20][CH2:19][C:17]2[CH:16]=[CH:15][C:12]3[CH2:13][CH2:14][N:8]([C:6]([O:5][C:2]([CH3:1])([CH3:3])[CH3:4])=[O:7])[CH2:9][CH2:10][C:11]=3[CH:18]=2)=[N:26][CH:25]=1)=[O:29], predict the reactants needed to synthesize it. The reactants are: [CH3:1][C:2]([O:5][C:6]([N:8]1[CH2:14][CH2:13][C:12]2[CH:15]=[CH:16][C:17]([CH2:19][O:20][C:21]3[N:26]=[CH:25][C:24]([C:27]([OH:29])=O)=[CH:23][CH:22]=3)=[CH:18][C:11]=2[CH2:10][CH2:9]1)=[O:7])([CH3:4])[CH3:3].O=[C:31](N1C=CN=C1)[N:32]1C=CN=C1.CN. (5) Given the product [Cl:27][C:28]1[CH:35]=[CH:34][C:31]([CH2:32][NH:33][C:21]([C:12]2[C:11](=[O:26])[C:10]3[C:15]4=[C:16]([O:18][CH2:19][CH2:20][N:14]4[CH:13]=2)[CH:17]=[C:8]([CH2:7][N:1]2[CH2:2][CH2:3][O:4][CH2:5][CH2:6]2)[CH:9]=3)=[O:22])=[CH:30][CH:29]=1, predict the reactants needed to synthesize it. The reactants are: [N:1]1([CH2:7][C:8]2[CH:9]=[C:10]3[C:15]4=[C:16]([O:18][CH2:19][CH2:20][N:14]4[CH:13]=[C:12]([C:21](OCC)=[O:22])[C:11]3=[O:26])[CH:17]=2)[CH2:6][CH2:5][O:4][CH2:3][CH2:2]1.[Cl:27][C:28]1[CH:35]=[CH:34][C:31]([CH2:32][NH2:33])=[CH:30][CH:29]=1. (6) Given the product [CH2:25]([N:32]1[CH2:37][CH2:36][N:35]([C:2]2[CH:7]=[C:6]([NH:8][C:9]([C:11]3[C:23]4[CH2:22][C:21]5[C:16](=[CH:17][CH:18]=[CH:19][CH:20]=5)[C:15]=4[CH:14]=[CH:13][CH:12]=3)=[O:10])[CH:5]=[CH:4][N:3]=2)[CH2:34][CH2:33]1)[C:26]1[CH:27]=[CH:28][CH:29]=[CH:30][CH:31]=1, predict the reactants needed to synthesize it. The reactants are: Cl[C:2]1[CH:7]=[C:6]([NH:8][C:9]([C:11]2[C:23]3[CH2:22][C:21]4[C:16](=[CH:17][CH:18]=[CH:19][CH:20]=4)[C:15]=3[CH:14]=[CH:13][CH:12]=2)=[O:10])[CH:5]=[CH:4][N:3]=1.O.[CH2:25]([N:32]1[CH2:37][CH2:36][NH:35][CH2:34][CH2:33]1)[C:26]1[CH:31]=[CH:30][CH:29]=[CH:28][CH:27]=1. (7) The reactants are: [CH2:1]([S:4]([NH2:7])(=[O:6])=[O:5])[CH2:2][CH3:3].[H-].[Na+].[NH2:10][C:11]1[C:18]([F:19])=[CH:17][CH:16]=[C:15](F)[C:12]=1[C:13]#[N:14].CCOC(C)=O. Given the product [NH2:10][C:11]1[C:12]([C:13]#[N:14])=[C:15]([NH:7][S:4]([CH2:1][CH2:2][CH3:3])(=[O:6])=[O:5])[CH:16]=[CH:17][C:18]=1[F:19], predict the reactants needed to synthesize it.